Dataset: Orexin1 receptor HTS with 218,158 compounds and 233 confirmed actives. Task: Binary Classification. Given a drug SMILES string, predict its activity (active/inactive) in a high-throughput screening assay against a specified biological target. (1) The drug is Fc1ccc(NC(=O)Nc2c(OCC)cc(NC(=O)CC)c(OCC)c2)cc1. The result is 0 (inactive). (2) The molecule is Fc1c(OC(C(=O)Nc2c(n(n(c2=O)c2ccccc2)C)C)C)cccc1. The result is 0 (inactive). (3) The compound is FC(F)Oc1ccc(NC(=O)/C=C/C(O)=O)cc1. The result is 0 (inactive). (4) The drug is O1CCN(CCCCCOc2c(C(C)C)ccc(c2)C)CC1. The result is 0 (inactive). (5) The result is 0 (inactive). The molecule is O=c1[nH]c2c(cc1CN(C(CC)c1n(nnn1)CCOC)Cc1ccc(cc1)C)cc(OC)cc2.